From a dataset of Forward reaction prediction with 1.9M reactions from USPTO patents (1976-2016). Predict the product of the given reaction. (1) Given the reactants [CH3:1][O:2][C:3]1[CH:8]=[CH:7][CH:6]=[C:5]([N:9]2[CH2:14][CH2:13][O:12][CH2:11][CH2:10]2)[CH:4]=1.C([Li])CCC.CN(C)[CH:22]=[O:23].O, predict the reaction product. The product is: [CH:22]([C:4]1[C:5]([N:9]2[CH2:14][CH2:13][O:12][CH2:11][CH2:10]2)=[CH:6][CH:7]=[CH:8][C:3]=1[O:2][CH3:1])=[O:23]. (2) Given the reactants [OH-].[Na+].[C:3]1(=O)[O:8][C:6](=[O:7])[CH:5]=[CH:4]1, predict the reaction product. The product is: [C:6]1(=[O:7])[O:8][CH2:3][CH2:4][CH2:5]1.[CH2:3]([OH:8])[CH2:4][CH2:5][CH2:6][OH:7].